Predict the product of the given reaction. From a dataset of Forward reaction prediction with 1.9M reactions from USPTO patents (1976-2016). Given the reactants C([O:8][N:9]([CH2:12][C@@H:13]([CH2:17][CH2:18][CH2:19][CH2:20][CH3:21])[C:14](O)=[O:15])[CH:10]=[O:11])C1C=CC=CC=1.[NH:22]1[CH2:26][CH2:25][CH2:24][C@H:23]1[C:27]1[NH:31][C:30]2[CH:32]=[C:33]3[C:38](=[CH:39][C:29]=2[N:28]=1)[CH:37]=[CH:36][CH:35]=[CH:34]3, predict the reaction product. The product is: [OH:8][N:9]([CH2:12][C@H:13]([C:14]([N:22]1[CH2:26][CH2:25][CH2:24][C@H:23]1[C:27]1[NH:28][C:29]2[CH:39]=[C:38]3[C:33](=[CH:32][C:30]=2[N:31]=1)[CH:34]=[CH:35][CH:36]=[CH:37]3)=[O:15])[CH2:17][CH2:18][CH2:19][CH2:20][CH3:21])[CH:10]=[O:11].